Dataset: Peptide-MHC class I binding affinity with 185,985 pairs from IEDB/IMGT. Task: Regression. Given a peptide amino acid sequence and an MHC pseudo amino acid sequence, predict their binding affinity value. This is MHC class I binding data. (1) The peptide sequence is RARFIGGYIK. The MHC is HLA-A11:01 with pseudo-sequence HLA-A11:01. The binding affinity (normalized) is 0.739. (2) The peptide sequence is EEHFVETVSL. The MHC is HLA-B44:02 with pseudo-sequence HLA-B44:02. The binding affinity (normalized) is 0.438. (3) The peptide sequence is RLYELIGSV. The MHC is HLA-C04:01 with pseudo-sequence HLA-C04:01. The binding affinity (normalized) is 0.213. (4) The peptide sequence is VPSLQYLAL. The MHC is Mamu-A07 with pseudo-sequence Mamu-A07. The binding affinity (normalized) is 0.764. (5) The peptide sequence is ITNTEINSF. The MHC is HLA-B15:03 with pseudo-sequence HLA-B15:03. The binding affinity (normalized) is 0.441. (6) The peptide sequence is NIIKNKKSI. The MHC is HLA-A02:01 with pseudo-sequence HLA-A02:01. The binding affinity (normalized) is 0. (7) The peptide sequence is EMKTDAATLAQ. The MHC is HLA-B44:03 with pseudo-sequence HLA-B44:03. The binding affinity (normalized) is 0.155. (8) The peptide sequence is EQRLIDICV. The MHC is HLA-A11:01 with pseudo-sequence HLA-A11:01. The binding affinity (normalized) is 0.0847. (9) The peptide sequence is RPKQAWCWF. The MHC is Mamu-B03 with pseudo-sequence Mamu-B03. The binding affinity (normalized) is 0.339.